Dataset: Reaction yield outcomes from USPTO patents with 853,638 reactions. Task: Predict the reaction yield, written as a fraction of the theoretical maximum amount of product (1.0 means a 100% yield; for example, 0.34 means a 34% yield). (1) The reactants are [N:1]1[CH:6]=[CH:5][CH:4]=[C:3]([C:7]2[CH:8]=[C:9]3[CH:15]=[N:14][NH:13][C:10]3=[CH:11][N:12]=2)[CH:2]=1.[OH-].[K+].[I:18]I. The catalyst is CN(C=O)C. The product is [I:18][C:15]1[C:9]2[C:10](=[CH:11][N:12]=[C:7]([C:3]3[CH:2]=[N:1][CH:6]=[CH:5][CH:4]=3)[CH:8]=2)[NH:13][N:14]=1. The yield is 0.900. (2) The reactants are [CH3:1][O:2][C:3]1[CH:4]=[CH:5][C:6]2[N:12]=[CH:11][CH:10]=[C:9]([C@@H:13]([OH:24])[C@H]3N4C[C@H](C=C)[C@@H](CC4)C3)[C:7]=2[CH:8]=1.C([OH:29])(C)(C)C.CC(C)([O-])C.[K+]. The catalyst is O. The product is [CH3:1][O:2][C:3]1[CH:8]=[C:7]2[C:6](=[CH:5][CH:4]=1)[N:12]=[CH:11][CH:10]=[C:9]2[C:13]([OH:24])=[O:29]. The yield is 0.460. (3) The reactants are C([O:3][C:4]([C:6]1[N:7]=[C:8]([CH:11]2[CH2:16][CH2:15][CH2:14][CH2:13][CH2:12]2)[S:9][CH:10]=1)=[O:5])C.[Li+].[OH-]. The catalyst is O. The product is [CH:11]1([C:8]2[S:9][CH:10]=[C:6]([C:4]([OH:5])=[O:3])[N:7]=2)[CH2:12][CH2:13][CH2:14][CH2:15][CH2:16]1. The yield is 0.830. (4) The reactants are [I:1][C:2]1[C:10]2[C:5](=[CH:6][CH:7]=[C:8]([C:11]([OH:13])=O)[CH:9]=2)[NH:4][N:3]=1.[CH:14]1([CH:20]([C:22]2[CH:27]=[CH:26][CH:25]=[CH:24][CH:23]=2)[NH2:21])[CH2:19][CH2:18][CH2:17][CH2:16][CH2:15]1.CN(C(ON1N=NC2C=CC=CC1=2)=[N+](C)C)C.[B-](F)(F)(F)F.CCN(C(C)C)C(C)C. The catalyst is CN(C=O)C. The product is [CH:22]1([CH:20]([C:14]2[CH:15]=[CH:16][CH:17]=[CH:18][CH:19]=2)[NH:21][C:11]([C:8]2[CH:9]=[C:10]3[C:5](=[CH:6][CH:7]=2)[NH:4][N:3]=[C:2]3[I:1])=[O:13])[CH2:23][CH2:24][CH2:25][CH2:26][CH2:27]1. The yield is 1.00. (5) The reactants are Br[C:2]1[CH:7]=[CH:6][N:5]2[CH:8]=[CH:9][N:10]=[C:4]2[CH:3]=1.B1(B2OC(C)(C)C(C)(C)O2)OC(C)(C)C(C)(C)O1.CC([O-])=O.[K+].Br[C:35]1[CH:40]=[CH:39][C:38]([C:41]2[N:45]([CH2:46][C@@H:47]3[CH2:51][CH2:50][N:49]([C:52]([CH:54]4[CH2:56][CH2:55]4)=[O:53])[CH2:48]3)[CH:44]=[N:43][N:42]=2)=[CH:37][CH:36]=1.C([O-])([O-])=O.[K+].[K+]. The catalyst is O1CCOCC1.C1C=CC(P(C2C=CC=CC=2)[C-]2C=CC=C2)=CC=1.C1C=CC(P(C2C=CC=CC=2)[C-]2C=CC=C2)=CC=1.Cl[Pd]Cl.[Fe+2]. The product is [CH:54]1([C:52]([N:49]2[CH2:50][CH2:51][C@@H:47]([CH2:46][N:45]3[CH:44]=[N:43][N:42]=[C:41]3[C:38]3[CH:39]=[CH:40][C:35]([C:2]4[CH:7]=[CH:6][N:5]5[CH:8]=[CH:9][N:10]=[C:4]5[CH:3]=4)=[CH:36][CH:37]=3)[CH2:48]2)=[O:53])[CH2:56][CH2:55]1. The yield is 0.130. (6) The reactants are C(OC([N:8]1[CH2:13][CH2:12][CH:11]([CH2:14][C:15]([O:17][CH2:18][CH3:19])=[O:16])[CH:10]([F:20])[CH2:9]1)=O)(C)(C)C.C(O)(C(F)(F)F)=O. The catalyst is C(Cl)Cl. The product is [F:20][CH:10]1[CH:11]([CH2:14][C:15]([O:17][CH2:18][CH3:19])=[O:16])[CH2:12][CH2:13][NH:8][CH2:9]1. The yield is 0.980.